From a dataset of Catalyst prediction with 721,799 reactions and 888 catalyst types from USPTO. Predict which catalyst facilitates the given reaction. (1) The catalyst class is: 5. Reactant: [OH:1][CH:2]1[CH:9]2[CH2:10][C:5]3([C:12]([OH:14])=[O:13])[CH2:6][CH:7]([CH2:11][CH:3]1[CH2:4]3)[CH2:8]2.Cl.O1CCOC[CH2:17]1. Product: [OH:1][CH:2]1[CH:9]2[CH2:10][C:5]3([C:12]([O:14][CH3:17])=[O:13])[CH2:6][CH:7]([CH2:11][CH:3]1[CH2:4]3)[CH2:8]2. (2) Reactant: [O:1]=[CH:2][C:3]1[CH:11]=[CH:10][C:8]([OH:9])=[C:5]([O:6][CH3:7])[CH:4]=1.N1C=CC=CC=1.[O:18](S(C(F)(F)F)(=O)=O)[S:19]([C:22]([F:25])([F:24])[F:23])(=O)=[O:20]. Product: [CH3:7][O:6][C:5]1[CH:4]=[C:3]([CH:11]=[CH:10][C:8]=1[O:9][S:19]([C:22]([F:25])([F:24])[F:23])(=[O:20])=[O:18])[CH:2]=[O:1]. The catalyst class is: 2. (3) Reactant: CN1CCOCC1.ClC(OCC(C)C)=O.[C:16]([O:20][C:21]([NH:23][C@H:24]([CH2:29][C:30]1[CH:35]=[C:34]([F:36])[C:33]([F:37])=[CH:32][C:31]=1[F:38])[CH2:25][C:26]([OH:28])=O)=[O:22])([CH3:19])([CH3:18])[CH3:17].Cl.[CH2:40]([CH:47]1[NH:53][CH2:52][CH2:51][CH2:50][N:49]([CH3:54])[C:48]1=[O:55])[C:41]1[CH:46]=[CH:45][CH:44]=[CH:43][CH:42]=1.C(O)C.CC1C=C(Cl)C=CC=1OCCCC(O)=O. Product: [C:16]([O:20][C:21]([NH:23][C@H:24]([CH2:29][C:30]1[CH:35]=[C:34]([F:36])[C:33]([F:37])=[CH:32][C:31]=1[F:38])[CH2:25][C:26]([N:53]1[CH2:52][CH2:51][CH2:50][N:49]([CH3:54])[C:48](=[O:55])[C@H:47]1[CH2:40][C:41]1[CH:46]=[CH:45][CH:44]=[CH:43][CH:42]=1)=[O:28])=[O:22])([CH3:17])([CH3:18])[CH3:19]. The catalyst class is: 118. (4) Reactant: Br[CH2:2][C:3]#[N:4].C(N(CC)C(C)C)(C)C.[C:14]([O:18][C:19]([NH:21][C@@H:22]([CH2:26][CH2:27][CH2:28][CH2:29][NH:30][C:31]([C@@H:33]1[CH2:37][S:36][CH2:35][N:34]1[C:38]([O:40][C:41]([CH3:44])([CH3:43])[CH3:42])=[O:39])=[O:32])[C:23]([OH:25])=[O:24])=[O:20])([CH3:17])([CH3:16])[CH3:15]. Product: [C:14]([O:18][C:19]([NH:21][C@H:22]([C:23]([O:25][CH2:2][C:3]#[N:4])=[O:24])[CH2:26][CH2:27][CH2:28][CH2:29][NH:30][C:31]([C@@H:33]1[CH2:37][S:36][CH2:35][N:34]1[C:38]([O:40][C:41]([CH3:44])([CH3:43])[CH3:42])=[O:39])=[O:32])=[O:20])([CH3:17])([CH3:16])[CH3:15]. The catalyst class is: 10. (5) Reactant: I[C:2]1[C:10]2[C:5](=[N:6][CH:7]=[C:8]([O:11][CH3:12])[CH:9]=2)[N:4]([Si:13]([CH:20]([CH3:22])[CH3:21])([CH:17]([CH3:19])[CH3:18])[CH:14]([CH3:16])[CH3:15])[CH:3]=1.C([Mg]Cl)(C)C.[C:28]([O:32][C:33](=[O:52])[N:34]([CH2:44][C:45]1[CH:50]=[CH:49][CH:48]=[CH:47][C:46]=1[Cl:51])[C:35]1[CH:40]=[CH:39][C:38]([CH:41]=[O:42])=[C:37]([F:43])[N:36]=1)([CH3:31])([CH3:30])[CH3:29].[Cl-].[NH4+]. Product: [C:28]([O:32][C:33](=[O:52])[N:34]([CH2:44][C:45]1[CH:50]=[CH:49][CH:48]=[CH:47][C:46]=1[Cl:51])[C:35]1[CH:40]=[CH:39][C:38]([CH:41]([OH:42])[C:2]2[C:10]3[C:5](=[N:6][CH:7]=[C:8]([O:11][CH3:12])[CH:9]=3)[N:4]([Si:13]([CH:20]([CH3:22])[CH3:21])([CH:17]([CH3:19])[CH3:18])[CH:14]([CH3:16])[CH3:15])[CH:3]=2)=[C:37]([F:43])[N:36]=1)([CH3:31])([CH3:29])[CH3:30]. The catalyst class is: 7. (6) Reactant: [CH2:1]([O:8][CH2:9][CH2:10][CH2:11][C@@H:12]1[CH2:17][CH2:16][CH2:15][N:14](C(OC(C)(C)C)=O)[CH2:13]1)[C:2]1[CH:7]=[CH:6][CH:5]=[CH:4][CH:3]=1.C(O)(C(F)(F)F)=O. Product: [CH2:1]([O:8][CH2:9][CH2:10][CH2:11][C@@H:12]1[CH2:17][CH2:16][CH2:15][NH:14][CH2:13]1)[C:2]1[CH:7]=[CH:6][CH:5]=[CH:4][CH:3]=1. The catalyst class is: 34. (7) Reactant: [CH3:1][O:2][C:3]1[CH:4]=[C:5]2[C:10](=[CH:11][C:12]=1[O:13][CH3:14])[N:9]=[CH:8][N:7]=[C:6]2[O:15][C:16]1[CH:22]=[CH:21][C:19]([NH2:20])=[C:18]([F:23])[CH:17]=1.[CH3:24][O:25][C:26]1[CH:31]=[CH:30][CH:29]=[CH:28][C:27]=1[N:32]=[C:33]=[O:34].CO. Product: [CH3:1][O:2][C:3]1[CH:4]=[C:5]2[C:10](=[CH:11][C:12]=1[O:13][CH3:14])[N:9]=[CH:8][N:7]=[C:6]2[O:15][C:16]1[CH:22]=[CH:21][C:19]([NH:20][C:33]([NH:32][C:27]2[CH:28]=[CH:29][CH:30]=[CH:31][C:26]=2[O:25][CH3:24])=[O:34])=[C:18]([F:23])[CH:17]=1. The catalyst class is: 22. (8) Reactant: [F:1][C:2]([F:24])([F:23])[C:3]1[CH:4]=[C:5]([C:13]2[N:17]=[CH:16][N:15](/[CH:18]=[CH:19]\[C:20]([OH:22])=O)[N:14]=2)[CH:6]=[C:7]([C:9]([F:12])([F:11])[F:10])[CH:8]=1.[N:25]1[CH:30]=[CH:29][N:28]=[CH:27][C:26]=1[CH2:31][C:32]([NH:34][NH2:35])=[O:33].C(P1(=O)OP(CCC)(=O)OP(CCC)(=O)O1)CC.CCN(C(C)C)C(C)C. Product: [F:10][C:9]([F:11])([F:12])[C:7]1[CH:6]=[C:5]([C:13]2[N:17]=[CH:16][N:15](/[CH:18]=[CH:19]\[C:20]([NH:35][NH:34][C:32](=[O:33])[CH2:31][C:26]3[CH:27]=[N:28][CH:29]=[CH:30][N:25]=3)=[O:22])[N:14]=2)[CH:4]=[C:3]([C:2]([F:24])([F:1])[F:23])[CH:8]=1. The catalyst class is: 674. (9) Reactant: N[C:2]1[CH:3]=[CH:4][C:5]2[O:9][C:8]3[CH:10]=[C:11]([S:14]([NH:17][C@@H:18]([CH:26]([CH3:28])[CH3:27])[C:19]([O:21][C:22]([CH3:25])([CH3:24])[CH3:23])=[O:20])(=[O:16])=[O:15])[CH:12]=[CH:13][C:7]=3[C:6]=2[CH:29]=1.Cl.N([O-])=O.[Na+].[I-:35].[Na+]. Product: [I:35][C:2]1[CH:3]=[CH:4][C:5]2[O:9][C:8]3[CH:10]=[C:11]([S:14]([NH:17][C@@H:18]([CH:26]([CH3:28])[CH3:27])[C:19]([O:21][C:22]([CH3:25])([CH3:24])[CH3:23])=[O:20])(=[O:16])=[O:15])[CH:12]=[CH:13][C:7]=3[C:6]=2[CH:29]=1. The catalyst class is: 211.